From a dataset of Reaction yield outcomes from USPTO patents with 853,638 reactions. Predict the reaction yield, written as a fraction of the theoretical maximum amount of product (1.0 means a 100% yield; for example, 0.34 means a 34% yield). (1) The reactants are O[CH2:2][C:3]1[CH:10]=[C:9]([CH3:11])[C:6]([C:7]#[N:8])=[C:5]([O:12][CH3:13])[N:4]=1.[C:14]1(=[O:24])[NH:18][C:17](=[O:19])[C:16]2=[CH:20][CH:21]=[CH:22][CH:23]=[C:15]12.C1(P(C2C=CC=CC=2)C2C=CC=CC=2)C=CC=CC=1.CC(OC(/N=N/C(OC(C)C)=O)=O)C. The catalyst is O1CCCC1. The product is [O:19]=[C:17]1[C:16]2[C:15](=[CH:23][CH:22]=[CH:21][CH:20]=2)[C:14](=[O:24])[N:18]1[CH2:2][C:3]1[CH:10]=[C:9]([CH3:11])[C:6]([C:7]#[N:8])=[C:5]([O:12][CH3:13])[N:4]=1. The yield is 0.820. (2) The reactants are [C:1]([O:5][C:6]([N:8]1[CH2:12][C@H:11]([F:13])[CH2:10][C@H:9]1[C:14]([NH:16][CH2:17][C:18]1[N:23]=[CH:22][C:21]([C:24]([OH:26])=O)=[C:20]([C:27]2[CH:28]=[N:29][C:30]([C:33]([F:36])([F:35])[F:34])=[CH:31][CH:32]=2)[CH:19]=1)=[O:15])=[O:7])([CH3:4])([CH3:3])[CH3:2].[NH4+].[Cl-].C[N:40](C(ON1N=NC2C=CC=NC1=2)=[N+](C)C)C.F[P-](F)(F)(F)(F)F.CCN(C(C)C)C(C)C. The catalyst is O1CCCC1.O. The product is [C:24]([C:21]1[C:20]([C:27]2[CH:28]=[N:29][C:30]([C:33]([F:36])([F:35])[F:34])=[CH:31][CH:32]=2)=[CH:19][C:18]([CH2:17][NH:16][C:14]([C@@H:9]2[CH2:10][C@@H:11]([F:13])[CH2:12][N:8]2[C:6]([O:5][C:1]([CH3:2])([CH3:3])[CH3:4])=[O:7])=[O:15])=[N:23][CH:22]=1)(=[O:26])[NH2:40]. The yield is 0.940. (3) The reactants are [CH3:1][S:2](Cl)(=[O:4])=[O:3].CCN(CC)CC.[CH3:13][O:14][C:15](=[O:53])[C:16]1[CH:21]=[CH:20][C:19]([O:22][CH2:23][CH2:24][C:25]2[C:33]3[C:28](=[CH:29][CH:30]=[C:31]([Cl:34])[CH:32]=3)[N:27]([CH:35]([C:42]3[CH:47]=[CH:46][CH:45]=[CH:44][CH:43]=3)[C:36]3[CH:41]=[CH:40][CH:39]=[CH:38][CH:37]=3)[C:26]=2[CH2:48][CH2:49][OH:50])=[CH:18][C:17]=1[O:51][CH3:52]. The catalyst is ClCCl. The product is [CH3:13][O:14][C:15](=[O:53])[C:16]1[CH:21]=[CH:20][C:19]([O:22][CH2:23][CH2:24][C:25]2[C:33]3[C:28](=[CH:29][CH:30]=[C:31]([Cl:34])[CH:32]=3)[N:27]([CH:35]([C:42]3[CH:43]=[CH:44][CH:45]=[CH:46][CH:47]=3)[C:36]3[CH:41]=[CH:40][CH:39]=[CH:38][CH:37]=3)[C:26]=2[CH2:48][CH2:49][O:50][S:2]([CH3:1])(=[O:4])=[O:3])=[CH:18][C:17]=1[O:51][CH3:52]. The yield is 1.00. (4) The reactants are Br[C:2]1[CH:3]=[C:4]2[C:9](=[CH:10][CH:11]=1)[N:8]=[CH:7][C:6]([C:12]([CH:14]1[CH2:16][CH2:15]1)=[O:13])=[C:5]2[NH:17][C:18]1[CH:19]=[N:20][N:21]([CH:23]2[CH2:28][CH2:27][N:26]([CH3:29])[CH2:25][CH2:24]2)[CH:22]=1.[Cl:30][C:31]1[CH:36]=[C:35](B2OC(C)(C)C(C)(C)O2)[CH:34]=[C:33]([F:46])[C:32]=1[OH:47]. No catalyst specified. The product is [Cl:30][C:31]1[CH:36]=[C:35]([C:2]2[CH:3]=[C:4]3[C:9](=[CH:10][CH:11]=2)[N:8]=[CH:7][C:6]([C:12]([CH:14]2[CH2:15][CH2:16]2)=[O:13])=[C:5]3[NH:17][C:18]2[CH:19]=[N:20][N:21]([CH:23]3[CH2:24][CH2:25][N:26]([CH3:29])[CH2:27][CH2:28]3)[CH:22]=2)[CH:34]=[C:33]([F:46])[C:32]=1[OH:47]. The yield is 0.590. (5) The reactants are Br[C:2]1[C:3]2[N:4]([CH:18]=[CH:19][N:20]=2)[N:5]=[C:6]([C:8]2[CH:9]=[C:10]([CH:15]=[CH:16][CH:17]=2)[C:11]([O:13][CH3:14])=[O:12])[CH:7]=1.[CH:21]12[CH2:26][CH:25]1[CH2:24][N:23]([C:27]1[N:32]=[C:31]([NH2:33])[CH:30]=[CH:29][CH:28]=1)[CH2:22]2.C1C=CC(P(C2C(C3C(P(C4C=CC=CC=4)C4C=CC=CC=4)=CC=C4C=3C=CC=C4)=C3C(C=CC=C3)=CC=2)C2C=CC=CC=2)=CC=1.C([O-])([O-])=O.[Cs+].[Cs+]. The catalyst is C1C=CC(/C=C/C(/C=C/C2C=CC=CC=2)=O)=CC=1.C1C=CC(/C=C/C(/C=C/C2C=CC=CC=2)=O)=CC=1.C1C=CC(/C=C/C(/C=C/C2C=CC=CC=2)=O)=CC=1.[Pd].[Pd].O1CCOCC1. The product is [CH:25]12[CH2:26][CH:21]1[CH2:22][N:23]([C:27]1[N:32]=[C:31]([NH:33][C:2]3[C:3]4[N:4]([CH:18]=[CH:19][N:20]=4)[N:5]=[C:6]([C:8]4[CH:9]=[C:10]([CH:15]=[CH:16][CH:17]=4)[C:11]([O:13][CH3:14])=[O:12])[CH:7]=3)[CH:30]=[CH:29][CH:28]=1)[CH2:24]2. The yield is 0.220. (6) The reactants are [C:1]1([CH2:25][O:26][C@@H:27]2[C@H:31]([OH:32])[C@@H:30]([CH2:33][OH:34])[O:29][C@H:28]2[N:35]2[CH:42]=[CH:41][C:39](=[O:40])[NH:38][C:36]2=[O:37])[C:18]2[C:19]3[C:24]4[C:3](=[CH:4][CH:5]=[C:6]5[C:23]=4[C:22]4[C:9](=[CH:10][CH:11]=[C:12]6[C:21]=4[C:20]=3[C:15](=[CH:16][CH:17]=2)[CH:14]=[CH:13]6)[CH:8]=[CH:7]5)[CH:2]=1.[C:43](Cl)([C:60]1[CH:65]=[CH:64][CH:63]=[CH:62][CH:61]=1)([C:52]1[CH:59]=[CH:58][C:55]([O:56][CH3:57])=[CH:54][CH:53]=1)[C:44]1[CH:51]=[CH:50][C:47]([O:48][CH3:49])=[CH:46][CH:45]=1. The catalyst is CN(C1C=CN=CC=1)C.N1C=CC=CC=1. The product is [C:1]1([CH2:25][O:26][C@@H:27]2[C@H:31]([OH:32])[C@@H:30]([CH2:33][O:34][C:43]([C:60]3[CH:65]=[CH:64][CH:63]=[CH:62][CH:61]=3)([C:52]3[CH:59]=[CH:58][C:55]([O:56][CH3:57])=[CH:54][CH:53]=3)[C:44]3[CH:45]=[CH:46][C:47]([O:48][CH3:49])=[CH:50][CH:51]=3)[O:29][C@H:28]2[N:35]2[CH:42]=[CH:41][C:39](=[O:40])[NH:38][C:36]2=[O:37])[C:18]2[C:19]3[C:24]4[C:3](=[CH:4][CH:5]=[C:6]5[C:23]=4[C:22]4[C:9](=[CH:10][CH:11]=[C:12]6[C:21]=4[C:20]=3[C:15](=[CH:16][CH:17]=2)[CH:14]=[CH:13]6)[CH:8]=[CH:7]5)[CH:2]=1. The yield is 0.630. (7) The reactants are [Cl:1][C:2]1[NH:3][C:4](Cl)=[C:5]2[C:9]([N:10]=1)=[N:8][CH:7]=[N:6]2.[NH3:12]. The catalyst is C(O)(C)C. The product is [Cl:1][C:2]1[NH:3][C:4]([NH2:12])=[C:5]2[C:9]([N:10]=1)=[N:8][CH:7]=[N:6]2. The yield is 1.00.